Dataset: Forward reaction prediction with 1.9M reactions from USPTO patents (1976-2016). Task: Predict the product of the given reaction. Given the reactants [N:1]1[C:2]([NH:10][C:11](=[O:14])[CH2:12][CH3:13])=[CH:3][N:4]2[CH:9]=[CH:8][N:7]=[CH:6][C:5]=12, predict the reaction product. The product is: [N:1]1[C:2]([NH:10][C:11](=[O:14])[CH2:12][CH3:13])=[CH:3][N:4]2[CH2:9][CH2:8][NH:7][CH2:6][C:5]=12.